This data is from Full USPTO retrosynthesis dataset with 1.9M reactions from patents (1976-2016). The task is: Predict the reactants needed to synthesize the given product. Given the product [CH3:28][O:27][C:24]1[CH:25]=[CH:26][C:21]([CH2:20][N:18]([CH3:19])[C:13]2[N:14]=[CH:15][CH:16]3[CH:11]([CH:12]=2)[N:10]([CH2:29][CH3:30])[C:9](=[O:31])[C:8]([C:6]2[C:5]([F:32])=[CH:4][C:3]([F:33])=[C:2]([NH:1][C:43]([NH:42][C:36]4[CH:37]=[C:38]([F:41])[CH:39]=[CH:40][C:35]=4[F:34])=[O:44])[CH:7]=2)=[CH:17]3)=[CH:22][CH:23]=1, predict the reactants needed to synthesize it. The reactants are: [NH2:1][C:2]1[C:3]([F:33])=[CH:4][C:5]([F:32])=[C:6]([C:8]2[C:9](=[O:31])[N:10]([CH2:29][CH3:30])[C:11]3[C:16]([CH:17]=2)=[CH:15][N:14]=[C:13]([N:18]([CH2:20][C:21]2[CH:26]=[CH:25][C:24]([O:27][CH3:28])=[CH:23][CH:22]=2)[CH3:19])[CH:12]=3)[CH:7]=1.[F:34][C:35]1[CH:40]=[CH:39][C:38]([F:41])=[CH:37][C:36]=1[N:42]=[C:43]=[O:44].